Predict the product of the given reaction. From a dataset of Forward reaction prediction with 1.9M reactions from USPTO patents (1976-2016). (1) Given the reactants [OH:1][C:2]1([C:9]2[CH:17]=[C:16]3[C:12]([CH:13]=[CH:14][NH:15]3)=[CH:11][CH:10]=2)[CH2:7][CH2:6][N:5]([CH3:8])[CH2:4][CH2:3]1.Br[C:19]1C=C2C(C=CN2)=C[CH:20]=1.[Li]C(C)(C)C.CN1CCC(=O)CC1, predict the reaction product. The product is: [OH:1][C:2]1([C:9]2[CH:17]=[C:16]3[C:12]([CH:13]=[CH:14][NH:15]3)=[CH:11][CH:10]=2)[CH2:7][CH:6]2[N:5]([CH2:8][CH2:19][CH2:20]2)[CH2:4][CH2:3]1. (2) Given the reactants [Br:1][C:2]1[CH:7]=[C:6]([S:8]([CH2:11][CH3:12])(=[O:10])=[O:9])[CH:5]=[C:4]([N+:13]([O-])=O)[C:3]=1[OH:16].C(O)C, predict the reaction product. The product is: [NH2:13][C:4]1[CH:5]=[C:6]([S:8]([CH2:11][CH3:12])(=[O:10])=[O:9])[CH:7]=[C:2]([Br:1])[C:3]=1[OH:16]. (3) Given the reactants [Cl-].[C:2]([O:6][C:7](=[O:10])[CH2:8][Zn+])([CH3:5])([CH3:4])[CH3:3].Br[C:12]1[CH:13]=[CH:14][C:15]([F:18])=[N:16][CH:17]=1.O, predict the reaction product. The product is: [F:18][C:15]1[N:16]=[CH:17][C:12]([CH2:8][C:7]([O:6][C:2]([CH3:5])([CH3:4])[CH3:3])=[O:10])=[CH:13][CH:14]=1. (4) Given the reactants ClC1C=C(C=CC=1)C(OO)=[O:6].[CH3:12][N:13]1[CH:18]([C:19]2[CH:26]=[CH:25][C:22]([C:23]#[N:24])=[CH:21][C:20]=2[S:27][CH2:28][CH3:29])[C:17]2[C:30](=[O:33])[CH2:31][CH2:32][C:16]=2[N:15]([C:34]2[CH:39]=[CH:38][CH:37]=[C:36]([C:40]([F:43])([F:42])[F:41])[CH:35]=2)[C:14]1=[O:44], predict the reaction product. The product is: [CH2:28]([S:27]([C:20]1[CH:21]=[C:22]([CH:25]=[CH:26][C:19]=1[CH:18]1[C:17]2[C:30](=[O:33])[CH2:31][CH2:32][C:16]=2[N:15]([C:34]2[CH:39]=[CH:38][CH:37]=[C:36]([C:40]([F:42])([F:43])[F:41])[CH:35]=2)[C:14](=[O:44])[N:13]1[CH3:12])[C:23]#[N:24])=[O:6])[CH3:29]. (5) Given the reactants C([O:3][C:4](=O)[CH2:5][C:6]([C@H:8]1[CH2:13][CH2:12][N:11]([C:14]([O:16][CH3:17])=[O:15])[C@@H:10]([CH2:18][C:19]2[CH:24]=[C:23]([C:25]([F:28])([F:27])[F:26])[CH:22]=[C:21]([F:29])[CH:20]=2)[CH2:9]1)=[O:7])C.[OH-].[Na+].[NH2:33]O.Cl, predict the reaction product. The product is: [F:29][C:21]1[CH:20]=[C:19]([CH:24]=[C:23]([C:25]([F:28])([F:27])[F:26])[CH:22]=1)[CH2:18][C@H:10]1[CH2:9][C@@H:8]([C:6]2[O:7][NH:33][C:4](=[O:3])[CH:5]=2)[CH2:13][CH2:12][N:11]1[C:14]([O:16][CH3:17])=[O:15]. (6) Given the reactants CS(Cl)(=O)=O.[CH3:6][C:7]1[CH:8]=[C:9]([NH:13][C:14]2[S:15][C:16]([CH2:25]O)=[C:17]([C:19]3[CH:24]=[CH:23][N:22]=[CH:21][CH:20]=3)[N:18]=2)[CH:10]=[CH:11][CH:12]=1.[CH3:27][CH2:28][N:29](C(C)C)[CH:30](C)[CH3:31].N(CC)CC, predict the reaction product. The product is: [CH2:28]([N:29]([CH2:25][C:16]1[S:15][C:14]([NH:13][C:9]2[CH:10]=[CH:11][CH:12]=[C:7]([CH3:6])[CH:8]=2)=[N:18][C:17]=1[C:19]1[CH:24]=[CH:23][N:22]=[CH:21][CH:20]=1)[CH2:30][CH3:31])[CH3:27]. (7) Given the reactants CS(O[CH2:6][CH2:7][N:8]1[CH2:12][CH2:11][N:10]([CH2:13][CH2:14][CH2:15][N:16]2[CH2:21][CH2:20][CH2:19][CH2:18][CH2:17]2)[C:9]1=[C:22]([C:25]#[N:26])[C:23]#[N:24])(=O)=O.[CH2:27]([NH:29][CH2:30][CH3:31])[CH3:28].[I-].[Na+].O, predict the reaction product. The product is: [CH2:27]([N:29]([CH2:30][CH3:31])[CH2:6][CH2:7][N:8]1[CH2:12][CH2:11][N:10]([CH2:13][CH2:14][CH2:15][N:16]2[CH2:21][CH2:20][CH2:19][CH2:18][CH2:17]2)[C:9]1=[C:22]([C:25]#[N:26])[C:23]#[N:24])[CH3:28].